Dataset: Forward reaction prediction with 1.9M reactions from USPTO patents (1976-2016). Task: Predict the product of the given reaction. (1) Given the reactants N[C:2]1[C:3]([Cl:8])=[N:4][CH:5]=[CH:6][CH:7]=1.[F:9][C:10]([F:14])([F:13])[CH2:11][OH:12].FC(F)(F)C(O)=O.N(OC(C)(C)C)=O.C(=O)(O)[O-].[Na+], predict the reaction product. The product is: [Cl:8][C:3]1[C:2]([O:12][CH2:11][C:10]([F:14])([F:13])[F:9])=[CH:7][CH:6]=[CH:5][N:4]=1. (2) Given the reactants [C:1]1([C:7]([C:17]2[CH:22]=[CH:21][CH:20]=[CH:19][CH:18]=2)([C:11]2[CH:16]=[CH:15][CH:14]=[CH:13][CH:12]=2)[C:8](O)=[O:9])[CH:6]=[CH:5][CH:4]=[CH:3][CH:2]=1.[NH2:23][CH2:24][CH2:25][CH2:26][N:27]1[CH2:32][CH2:31][CH:30]([C:33]2[N:38]=[C:37]([NH:39][C:40](=[O:44])[CH:41]([CH3:43])[CH3:42])[CH:36]=[CH:35][CH:34]=2)[CH2:29][CH2:28]1, predict the reaction product. The product is: [CH3:42][CH:41]([CH3:43])[C:40]([NH:39][C:37]1[CH:36]=[CH:35][CH:34]=[C:33]([CH:30]2[CH2:31][CH2:32][N:27]([CH2:26][CH2:25][CH2:24][NH:23][C:8](=[O:9])[C:7]([C:11]3[CH:16]=[CH:15][CH:14]=[CH:13][CH:12]=3)([C:17]3[CH:18]=[CH:19][CH:20]=[CH:21][CH:22]=3)[C:1]3[CH:6]=[CH:5][CH:4]=[CH:3][CH:2]=3)[CH2:28][CH2:29]2)[N:38]=1)=[O:44]. (3) Given the reactants [O:1]1[C:9]2[C:4](=[N:5][CH:6]=[CH:7][CH:8]=2)[O:3][CH:2]1[C:10](OC)=[O:11].[H-].[H-].[H-].[H-].[Li+].[Al+3].[NH4+].[Cl-], predict the reaction product. The product is: [O:1]1[C:9]2[C:4](=[N:5][CH:6]=[CH:7][CH:8]=2)[O:3][CH:2]1[CH2:10][OH:11]. (4) Given the reactants [C:1]([O:5][C:6]([N:8]1[CH2:13][CH2:12][CH:11]([NH:14][C:15]2[CH:20]=[CH:19][C:18]([C:21]([O:23][CH2:24][CH:25]=[CH2:26])=[O:22])=[CH:17][C:16]=2[N+:27]([O-])=O)[CH2:10][CH2:9]1)=[O:7])([CH3:4])([CH3:3])[CH3:2].[NH4+].[Cl-], predict the reaction product. The product is: [C:1]([O:5][C:6]([N:8]1[CH2:13][CH2:12][CH:11]([NH:14][C:15]2[CH:20]=[CH:19][C:18]([C:21]([O:23][CH2:24][CH:25]=[CH2:26])=[O:22])=[CH:17][C:16]=2[NH2:27])[CH2:10][CH2:9]1)=[O:7])([CH3:4])([CH3:3])[CH3:2].